This data is from Human liver microsome stability data. The task is: Regression/Classification. Given a drug SMILES string, predict its absorption, distribution, metabolism, or excretion properties. Task type varies by dataset: regression for continuous measurements (e.g., permeability, clearance, half-life) or binary classification for categorical outcomes (e.g., BBB penetration, CYP inhibition). Dataset: hlm. (1) The molecule is CCOc1cc(NC(=O)C2(NC(=O)c3ccc4c(C5CCCC5)c(-c5ncc(Cl)cn5)n(C)c4c3)CCC2)ccc1C=CC(=O)OC(=O)C[C@H](O)C(=O)O. The result is 0 (unstable in human liver microsomes). (2) The drug is CCCN(CCCNc1ccnc2cc(Cl)ccc12)Cc1cc(OC)ccc1O. The result is 1 (stable in human liver microsomes). (3) The compound is COc1ccccc1CNc1ncc(C(=O)NCCCCN(C)C)c(NC2CCCC2)n1. The result is 0 (unstable in human liver microsomes). (4) The result is 1 (stable in human liver microsomes). The drug is COC(=O)CNP(=O)(OC[C@H]1OC(OC(C)=O)[C@@H](NC(C)=O)[C@@H](OC(C)=O)[C@@H]1OC(C)=O)Oc1cccc2ccccc12. (5) The molecule is CNC(=O)O[C@@H](CC(C)C)c1nc([C@H]2OC(=O)/C=C/C/C(C)=C/[C@@H](O)[C@@H](C)/C=C(C)\C=C(C)/C=C/[C@@H](O)[C@H](C)[C@H](OC)/C(C)=C/C=C/[C@@H]2C)cs1. The result is 1 (stable in human liver microsomes). (6) The drug is NCc1cc(-c2cccnc2)no1. The result is 0 (unstable in human liver microsomes). (7) The drug is CC(C)N1C(=O)C(=O)N=C1NC(=NOCc1ccccc1)Nc1ccc(Cl)c(Cl)c1. The result is 1 (stable in human liver microsomes). (8) The compound is Cc1cc(-c2cc(NS(C)(=O)=O)ccc2OC2CCCCC2)n2ccnc(O)c12. The result is 1 (stable in human liver microsomes). (9) The compound is CC(=O)O[C@@]12CO[C@@H]1C[C@H](O)[C@@]1(C)C(=O)[C@H](O)C3=C(C)[C@@H](OC(=O)[C@H](O)[C@@H](NC(=O)OC(C)(C)CF)c4ccccc4)C[C@@](O)([C@@H](OC(=O)c4cccc(F)c4)[C@H]21)C3(C)C. The result is 0 (unstable in human liver microsomes).